Dataset: Reaction yield outcomes from USPTO patents with 853,638 reactions. Task: Predict the reaction yield, written as a fraction of the theoretical maximum amount of product (1.0 means a 100% yield; for example, 0.34 means a 34% yield). (1) The reactants are [F:1][C:2]([F:25])([F:24])[C:3]1[N:8]2[CH:9]=[N:10][C:11]([C:12]#[N:13])=[C:7]2[N:6]=[C:5]([C:14]2[CH:19]=[CH:18][C:17]([C:20]([F:23])([F:22])[F:21])=[CH:16][CH:15]=2)[CH:4]=1.Cl.[NH2:27][OH:28].C(=O)([O-])[O-].[K+].[K+]. The catalyst is C(O)C. The product is [OH:28][NH:27][C:12]([C:11]1[N:10]=[CH:9][N:8]2[C:3]([C:2]([F:24])([F:1])[F:25])=[CH:4][C:5]([C:14]3[CH:15]=[CH:16][C:17]([C:20]([F:23])([F:21])[F:22])=[CH:18][CH:19]=3)=[N:6][C:7]=12)=[NH:13]. The yield is 0.200. (2) The reactants are Cl[C:2]1[C:11]2[C:6](=[CH:7][C:8]([O:14][CH3:15])=[C:9]([O:12][CH3:13])[CH:10]=2)[N:5]=[CH:4][N:3]=1.[F:16][C:17]1[CH:22]=[C:21]([N+:23]([O-:25])=[O:24])[CH:20]=[CH:19][C:18]=1[NH2:26].Cl. The catalyst is C(C#N)(C)=O. The product is [CH3:13][O:12][C:9]1[CH:10]=[C:11]2[C:6](=[CH:7][C:8]=1[O:14][CH3:15])[N:5]=[CH:4][N:3]=[C:2]2[NH:26][C:18]1[CH:19]=[CH:20][C:21]([N+:23]([O-:25])=[O:24])=[CH:22][C:17]=1[F:16]. The yield is 0.800. (3) The reactants are Br[C:2]1[CH:3]=[C:4]([O:12][CH3:13])[C:5]([N+:9]([O-:11])=[O:10])=[C:6]([F:8])[CH:7]=1.[CH3:14][N:15](C=O)C. The catalyst is C1C=CC([P]([Pd]([P](C2C=CC=CC=2)(C2C=CC=CC=2)C2C=CC=CC=2)([P](C2C=CC=CC=2)(C2C=CC=CC=2)C2C=CC=CC=2)[P](C2C=CC=CC=2)(C2C=CC=CC=2)C2C=CC=CC=2)(C2C=CC=CC=2)C2C=CC=CC=2)=CC=1.[C-]#N.[Zn+2].[C-]#N. The product is [F:8][C:6]1[CH:7]=[C:2]([CH:3]=[C:4]([O:12][CH3:13])[C:5]=1[N+:9]([O-:11])=[O:10])[C:14]#[N:15]. The yield is 0.840. (4) The reactants are [F:1][C:2]1([F:25])[O:24][C:5]2=[CH:6][C:7]3[NH:11][C:10]([NH:12][C:13]([C:15]4[NH:16][CH:17]=[C:18]([N+:20]([O-])=O)[CH:19]=4)=[O:14])=[N:9][C:8]=3[CH:23]=[C:4]2[O:3]1. The catalyst is CO.[Pd]. The product is [NH2:20][C:18]1[CH:19]=[C:15]([C:13]([NH:12][C:10]2[NH:9][C:8]3[CH:23]=[C:4]4[O:3][C:2]([F:25])([F:1])[O:24][C:5]4=[CH:6][C:7]=3[N:11]=2)=[O:14])[NH:16][CH:17]=1. The yield is 0.280. (5) The reactants are [F:1][C:2]([F:23])([F:22])[C:3]([NH:5][C:6]1[CH:11]=[CH:10][C:9]([C:12]([OH:21])([C:17]([F:20])([F:19])[F:18])[C:13]([F:16])([F:15])[F:14])=[CH:8][CH:7]=1)=O.B.C1COCC1.[NH4+].[Cl-].CCOCC. The catalyst is C1COCC1. The product is [F:14][C:13]([F:15])([F:16])[C:12]([C:9]1[CH:8]=[CH:7][C:6]([NH:5][CH2:3][C:2]([F:1])([F:23])[F:22])=[CH:11][CH:10]=1)([OH:21])[C:17]([F:20])([F:19])[F:18]. The yield is 0.740.